This data is from Reaction yield outcomes from USPTO patents with 853,638 reactions. The task is: Predict the reaction yield, written as a fraction of the theoretical maximum amount of product (1.0 means a 100% yield; for example, 0.34 means a 34% yield). (1) The yield is 0.860. The catalyst is CO. The reactants are [Cl:1][C:2]1[CH:10]=[C:9]2[C:5]([C:6]([CH:11]=O)=[CH:7][NH:8]2)=[CH:4][CH:3]=1.[CH:13]1([CH2:16][NH2:17])[CH2:15][CH2:14]1.[Cl:18][C:19]1[CH:24]=[CH:23][C:22]([CH:25]([N+:36]#[C-:37])S(C2C=CC(C)=CC=2)(=O)=O)=[CH:21][C:20]=1[Cl:38].N1CCNCC1. The product is [Cl:1][C:2]1[CH:10]=[C:9]2[C:5]([C:6]([C:11]3[N:17]([CH2:16][CH:13]4[CH2:15][CH2:14]4)[CH:37]=[N:36][C:25]=3[C:22]3[CH:23]=[CH:24][C:19]([Cl:18])=[C:20]([Cl:38])[CH:21]=3)=[CH:7][NH:8]2)=[CH:4][CH:3]=1. (2) The reactants are [NH2:1][C:2]1[CH:7]=[CH:6][C:5]([OH:8])=[C:4]([F:9])[CH:3]=1.CC(C)([O-])C.[K+].[O:16]1[CH2:21][CH2:20][CH2:19][O:18][CH:17]1[C:22]1[CH:23]=[CH:24][C:25]([C:28]2[S:36][C:35]3[C:30](=[N:31][CH:32]=[CH:33][C:34]=3Cl)[CH:29]=2)=[N:26][CH:27]=1. The catalyst is CS(C)=O.O. The yield is 0.880. The product is [O:16]1[CH2:21][CH2:20][CH2:19][O:18][CH:17]1[C:22]1[CH:23]=[CH:24][C:25]([C:28]2[S:36][C:35]3[C:30](=[N:31][CH:32]=[CH:33][C:34]=3[O:8][C:5]3[CH:6]=[CH:7][C:2]([NH2:1])=[CH:3][C:4]=3[F:9])[CH:29]=2)=[N:26][CH:27]=1. (3) The reactants are [C:1]([N:8]1[CH2:13][CH2:12][NH:11][CH2:10][CH2:9]1)([O:3][C:4]([CH3:7])([CH3:6])[CH3:5])=[O:2].C(N(CC)CC)C.[O:21]1[CH2:26][CH2:25][O:24][C:23]2[CH:27]=[C:28]([S:31](Cl)(=[O:33])=[O:32])[CH:29]=[CH:30][C:22]1=2. The catalyst is ClCCl. The product is [C:1]([N:8]1[CH2:9][CH2:10][N:11]([S:31]([C:28]2[CH:29]=[CH:30][C:22]3[O:21][CH2:26][CH2:25][O:24][C:23]=3[CH:27]=2)(=[O:32])=[O:33])[CH2:12][CH2:13]1)([O:3][C:4]([CH3:7])([CH3:6])[CH3:5])=[O:2]. The yield is 0.890. (4) No catalyst specified. The yield is 0.581. The reactants are [Cl:1][C:2]1[C:11]([O:12][CH3:13])=[CH:10][C:5]([C:6](OC)=[O:7])=[CH:4][C:3]=1/[CH:14]=[CH:15]/[C:16]1[CH:17]=[N:18][C:19]([NH:22][C:23]2[CH:28]=[CH:27][C:26]([N:29]3[CH2:34][C@@H:33]([CH3:35])[NH:32][C@@H:31]([CH3:36])[CH2:30]3)=[CH:25][CH:24]=2)=[N:20][CH:21]=1.[CH3:37][NH2:38]. The product is [Cl:1][C:2]1[C:11]([O:12][CH3:13])=[CH:10][C:5]([C:6]([NH:38][CH3:37])=[O:7])=[CH:4][C:3]=1/[CH:14]=[CH:15]/[C:16]1[CH:17]=[N:18][C:19]([NH:22][C:23]2[CH:28]=[CH:27][C:26]([N:29]3[CH2:30][C@@H:31]([CH3:36])[NH:32][C@@H:33]([CH3:35])[CH2:34]3)=[CH:25][CH:24]=2)=[N:20][CH:21]=1. (5) The product is [I:1][C:2]1[C:10]2[C:5](=[C:6]([C:11]([CH3:12])([O:14][Si:21]([CH3:23])([CH3:22])[CH3:20])[CH3:13])[CH:7]=[CH:8][CH:9]=2)[NH:4][N:3]=1. The yield is 0.880. The reactants are [I:1][C:2]1[C:10]2[C:5](=[C:6]([C:11]([OH:14])([CH3:13])[CH3:12])[CH:7]=[CH:8][CH:9]=2)[NH:4][N:3]=1.N1C=CN=C1.[CH3:20][Si:21](Cl)([CH3:23])[CH3:22]. The catalyst is CN(C=O)C. (6) The reactants are [N:1]1[CH:6]=[CH:5][C:4]([N:7]2[CH2:12][CH2:11][CH:10]([CH2:13][NH:14]C(=O)OC(C)(C)C)[CH2:9][CH2:8]2)=[CH:3][CH:2]=1.C([Cl:25])(=O)C. The catalyst is CO. The product is [ClH:25].[ClH:25].[N:1]1[CH:6]=[CH:5][C:4]([N:7]2[CH2:8][CH2:9][CH:10]([CH2:13][NH2:14])[CH2:11][CH2:12]2)=[CH:3][CH:2]=1. The yield is 1.00. (7) The reactants are [N:1]1([CH2:7][CH2:8][NH:9][C:10]([C:12]2[NH:13][C:14]([CH:18]=[C:19]3[C:27]4[C:26](Cl)=[N:25][CH:24]=[N:23][C:22]=4[NH:21][C:20]3=[O:29])=[C:15]([CH3:17])[CH:16]=2)=[O:11])[CH2:6][CH2:5][O:4][CH2:3][CH2:2]1.[CH3:30][N:31]1[CH2:36][CH2:35][NH:34][CH2:33][CH2:32]1. No catalyst specified. The product is [N:1]1([CH2:7][CH2:8][NH:9][C:10]([C:12]2[NH:13][C:14]([CH:18]=[C:19]3[C:27]4[C:26]([N:34]5[CH2:35][CH2:36][N:31]([CH3:30])[CH2:32][CH2:33]5)=[N:25][CH:24]=[N:23][C:22]=4[NH:21][C:20]3=[O:29])=[C:15]([CH3:17])[CH:16]=2)=[O:11])[CH2:6][CH2:5][O:4][CH2:3][CH2:2]1. The yield is 0.470. (8) The reactants are [OH-].[Li+].[CH:3]1([C@H:9]([NH:14][C:15]([C:17]2[CH:22]=[CH:21][C:20]([C:23]3[CH:28]=[CH:27][C:26]([O:29][CH3:30])=[CH:25][CH:24]=3)=[CH:19][C:18]=2[NH:31][C:32]([NH:34][C:35]2[C:40]([CH3:41])=[CH:39][C:38]([CH3:42])=[CH:37][C:36]=2[CH3:43])=[O:33])=[O:16])[C:10]([O:12]C)=[O:11])[CH2:8][CH2:7][CH2:6][CH2:5][CH2:4]1.CO.O. The catalyst is C1COCC1. The product is [CH:3]1([C@H:9]([NH:14][C:15]([C:17]2[CH:22]=[CH:21][C:20]([C:23]3[CH:28]=[CH:27][C:26]([O:29][CH3:30])=[CH:25][CH:24]=3)=[CH:19][C:18]=2[NH:31][C:32]([NH:34][C:35]2[C:40]([CH3:41])=[CH:39][C:38]([CH3:42])=[CH:37][C:36]=2[CH3:43])=[O:33])=[O:16])[C:10]([OH:12])=[O:11])[CH2:8][CH2:7][CH2:6][CH2:5][CH2:4]1. The yield is 0.530.